Dataset: Full USPTO retrosynthesis dataset with 1.9M reactions from patents (1976-2016). Task: Predict the reactants needed to synthesize the given product. (1) Given the product [NH2:35][C:31]1[N:32]=[CH:33][N:34]=[C:29]([C:2]2[NH:6][C:5]([C:15]3[CH:20]=[C:19]([C:21]([F:22])([F:23])[F:24])[CH:18]=[CH:17][C:16]=3[CH3:25])=[C:4]([C:26]#[N:27])[CH:3]=2)[CH:30]=1, predict the reactants needed to synthesize it. The reactants are: Br[C:2]1[N:6](COCC[Si](C)(C)C)[C:5]([C:15]2[CH:20]=[C:19]([C:21]([F:24])([F:23])[F:22])[CH:18]=[CH:17][C:16]=2[CH3:25])=[C:4]([C:26]#[N:27])[CH:3]=1.Cl[C:29]1[N:34]=[CH:33][N:32]=[C:31]([NH:35]C)[CH:30]=1. (2) Given the product [Cl:20][C:21]1[CH:26]=[C:25]([NH:27][C:6]([N:8]2[CH2:12][C:11](=[N:13][O:14][CH2:15][CH3:16])[CH2:10][C@H:9]2[C:17]([NH:42][C:37]2[CH:38]=[CH:39][CH:40]=[CH:41][C:36]=2[N:31]2[CH:35]=[CH:34][CH:33]=[CH:32]2)=[O:19])=[O:7])[CH:24]=[C:23]([Cl:30])[CH:22]=1, predict the reactants needed to synthesize it. The reactants are: C(O[C:6]([N:8]1[CH2:12][C:11](=[N:13][O:14][CH2:15][CH3:16])[CH2:10][C@H:9]1[C:17]([OH:19])=O)=[O:7])(C)(C)C.[Cl:20][C:21]1[CH:26]=[C:25]([N:27]=C=O)[CH:24]=[C:23]([Cl:30])[CH:22]=1.[N:31]1([C:36]2[CH:41]=[CH:40][CH:39]=[CH:38][C:37]=2[NH2:42])[CH:35]=[CH:34][CH:33]=[CH:32]1.